Dataset: Forward reaction prediction with 1.9M reactions from USPTO patents (1976-2016). Task: Predict the product of the given reaction. (1) Given the reactants [C:1]([O:5][C:6]([N:8]1[CH2:13][C@H:12]([CH2:14]OS(C(F)(F)F)(=O)=O)[N:11]([C:23]2[CH:28]=[CH:27][C:26]([O:29][CH2:30][CH2:31][CH2:32][O:33][CH2:34][C:35]3[CH:40]=[CH:39][CH:38]=[CH:37][C:36]=3[O:41][CH3:42])=[CH:25][CH:24]=2)[C:10](=[O:43])[CH2:9]1)=[O:7])([CH3:4])([CH3:3])[CH3:2].[N-:44]=[N+:45]=[N-:46].[Na+], predict the reaction product. The product is: [C:1]([O:5][C:6]([N:8]1[CH2:9][C:10](=[O:43])[N:11]([C:23]2[CH:28]=[CH:27][C:26]([O:29][CH2:30][CH2:31][CH2:32][O:33][CH2:34][C:35]3[CH:40]=[CH:39][CH:38]=[CH:37][C:36]=3[O:41][CH3:42])=[CH:25][CH:24]=2)[C@@H:12]([CH2:14][N:44]=[N+:45]=[N-:46])[CH2:13]1)=[O:7])([CH3:3])([CH3:4])[CH3:2]. (2) Given the reactants [F:1][C:2]1[C:3]([N+:11]([O-:13])=[O:12])=[C:4]([OH:10])[CH:5]=[C:6]([F:9])[C:7]=1[F:8].S(OC)(O[CH3:18])(=O)=O, predict the reaction product. The product is: [CH3:18][O:10][C:4]1[CH:5]=[C:6]([F:9])[C:7]([F:8])=[C:2]([F:1])[C:3]=1[N+:11]([O-:13])=[O:12]. (3) Given the reactants [C:1]([O:5][C:6]([N:8]([C:35]([O:37][C:38]([CH3:41])([CH3:40])[CH3:39])=[O:36])[CH:9]([C:31]([O:33][CH3:34])=[O:32])[CH2:10][N:11]1[C:19]2[C:14](=[CH:15][CH:16]=[C:17]([C:20]([O:22][CH3:23])=[O:21])[CH:18]=2)[C:13]([CH:24]2[CH2:29][CH2:28][CH2:27][CH2:26][CH2:25]2)=[C:12]1Br)=[O:7])([CH3:4])([CH3:3])[CH3:2].C([O-])([O-])=O.[Na+].[Na+].[CH:48]([C:50]1[CH:55]=[CH:54][CH:53]=[CH:52][C:51]=1B(O)O)=[O:49], predict the reaction product. The product is: [C:1]([O:5][C:6]([N:8]([C:35]([O:37][C:38]([CH3:41])([CH3:40])[CH3:39])=[O:36])[CH:9]([C:31]([O:33][CH3:34])=[O:32])[CH2:10][N:11]1[C:19]2[C:14](=[CH:15][CH:16]=[C:17]([C:20]([O:22][CH3:23])=[O:21])[CH:18]=2)[C:13]([CH:24]2[CH2:29][CH2:28][CH2:27][CH2:26][CH2:25]2)=[C:12]1[C:51]1[CH:52]=[CH:53][CH:54]=[CH:55][C:50]=1[CH:48]=[O:49])=[O:7])([CH3:4])([CH3:3])[CH3:2]. (4) Given the reactants [CH2:1]([NH:7][C:8]([C:10]1[N:11]=[N:12][C:13](Cl)=[CH:14][CH:15]=1)=[O:9])[CH2:2][CH2:3][CH2:4][CH2:5][CH3:6].[N:17]1([C:23]([C:25]2[CH:30]=[CH:29][CH:28]=[CH:27][C:26]=2[C:31]([F:34])([F:33])[F:32])=[O:24])[CH2:22][CH2:21][NH:20][CH2:19][CH2:18]1, predict the reaction product. The product is: [CH2:1]([NH:7][C:8]([C:10]1[N:11]=[N:12][C:13]([N:20]2[CH2:21][CH2:22][N:17]([C:23](=[O:24])[C:25]3[CH:30]=[CH:29][CH:28]=[CH:27][C:26]=3[C:31]([F:34])([F:32])[F:33])[CH2:18][CH2:19]2)=[CH:14][CH:15]=1)=[O:9])[CH2:2][CH2:3][CH2:4][CH2:5][CH3:6].